This data is from Full USPTO retrosynthesis dataset with 1.9M reactions from patents (1976-2016). The task is: Predict the reactants needed to synthesize the given product. (1) Given the product [O:43]=[C:37]1[CH:36]([N:30]2[CH2:29][C:28]3[C:32](=[CH:33][CH:34]=[C:26]([CH2:25][NH:24][C:3](=[O:5])[C:2]([F:1])([F:17])[C:6]4[CH:11]=[CH:10][C:9]([O:12][CH:13]([CH3:15])[CH3:14])=[CH:8][C:7]=4[CH3:16])[CH:27]=3)[C:31]2=[O:35])[CH2:41][CH2:40][C:39](=[O:42])[NH:38]1, predict the reactants needed to synthesize it. The reactants are: [F:1][C:2]([F:17])([C:6]1[CH:11]=[CH:10][C:9]([O:12][CH:13]([CH3:15])[CH3:14])=[CH:8][C:7]=1[CH3:16])[C:3]([OH:5])=O.P(Cl)(Cl)(Cl)=O.Cl.[NH2:24][CH2:25][C:26]1[CH:27]=[C:28]2[C:32](=[CH:33][CH:34]=1)[C:31](=[O:35])[N:30]([CH:36]1[CH2:41][CH2:40][C:39](=[O:42])[NH:38][C:37]1=[O:43])[CH2:29]2.C(=O)(O)[O-].[Na+]. (2) Given the product [CH2:40]([O:20][C:19](=[O:21])[C:18]1[CH:22]=[C:23]([C:25]2[N:29]([CH3:30])[N:28]=[N:27][N:26]=2)[CH:24]=[C:16]([NH:15][C:14]([NH:13][CH2:12][CH2:11][CH2:10][CH2:9][N:8]([CH2:7][C:6]2[CH:5]=[CH:4][C:3]([F:2])=[CH:34][CH:33]=2)[CH3:32])=[O:31])[CH:17]=1)[CH3:41], predict the reactants needed to synthesize it. The reactants are: Cl.[F:2][C:3]1[CH:34]=[CH:33][C:6]([CH2:7][N:8]([CH3:32])[CH2:9][CH2:10][CH2:11][CH2:12][NH:13][C:14](=[O:31])[NH:15][C:16]2[CH:17]=[C:18]([CH:22]=[C:23]([C:25]3[N:29]([CH3:30])[N:28]=[N:27][N:26]=3)[CH:24]=2)[C:19]([OH:21])=[O:20])=[CH:5][CH:4]=1.S(=O)(=O)(O)O.[CH3:40][CH2:41]O.